From a dataset of Experimentally validated miRNA-target interactions with 360,000+ pairs, plus equal number of negative samples. Binary Classification. Given a miRNA mature sequence and a target amino acid sequence, predict their likelihood of interaction. The miRNA is hsa-let-7b-5p with sequence UGAGGUAGUAGGUUGUGUGGUU. The protein sequence of the target gene is MLPFLLATLGTTALNNSNPKDYCYSARIRSTVLQGLPFGGVPTVLALDFMCFLALLFLFSILRKVAWDYGRLALVTDADRLRRQERDRVEQEYVASAMHGDSHDRYERLTSVSSSVDFDQRDNGFCSWLTAIFRIKDDEIRDKCGGDAVHYLSFQRHIIGLLVVVGVLSVGIVLPVNFSGDLLENNAYSFGRTTIANLKSGNNLLWLHTSFAFLYLLLTVYSMRRHTSKMRYKEDDLVKRTLFINGISKYAESEKIKKHFEEAYPNCTVLEARPCYNVARLMFLDAERKKAERGKLYFTN.... Result: 1 (interaction).